Dataset: Forward reaction prediction with 1.9M reactions from USPTO patents (1976-2016). Task: Predict the product of the given reaction. (1) Given the reactants [Br:1][C:2]1[CH:14]=[C:13]2[C:5]([C:6]3[C:7](=[O:30])[C:8]4[CH:20]=[CH:19][C:18]([O:21][CH2:22][C@H:23]5[CH2:27][O:26][C:25]([CH3:29])([CH3:28])[O:24]5)=[CH:17][C:9]=4[C:10]([CH3:16])([CH3:15])[C:11]=3[NH:12]2)=[CH:4][CH:3]=1.[H-].[Na+].[CH3:33]I.[Cl-].[NH4+].S([O-])([O-])(=O)=S.[Na+].[Na+], predict the reaction product. The product is: [Br:1][C:2]1[CH:14]=[C:13]2[C:5]([C:6]3[C:7](=[O:30])[C:8]4[CH:20]=[CH:19][C:18]([O:21][CH2:22][C@H:23]5[CH2:27][O:26][C:25]([CH3:29])([CH3:28])[O:24]5)=[CH:17][C:9]=4[C:10]([CH3:15])([CH3:16])[C:11]=3[N:12]2[CH3:33])=[CH:4][CH:3]=1. (2) Given the reactants [OH-].[Na+].[Cl:3][C:4]1[C:12]2[C:7](=[CH:8][C:9]([CH2:13][N:14]([CH:22]3[CH2:24][CH2:23]3)[C:15](=[O:21])[O:16][C:17]([CH3:20])([CH3:19])[CH3:18])=[CH:10][CH:11]=2)[NH:6][CH:5]=1.Cl.ClC[CH2:28][CH2:29][NH2:30], predict the reaction product. The product is: [NH2:30][CH2:29][CH2:28][N:6]1[C:7]2[C:12](=[CH:11][CH:10]=[C:9]([CH2:13][N:14]([CH:22]3[CH2:24][CH2:23]3)[C:15](=[O:21])[O:16][C:17]([CH3:19])([CH3:20])[CH3:18])[CH:8]=2)[C:4]([Cl:3])=[CH:5]1. (3) Given the reactants Cl[C:2]1[N:7]=[C:6]2[N:8]([CH:24]3[CH2:29][CH2:28][CH2:27][CH2:26][O:25]3)[N:9]=[C:10]([C:11]3[CH:12]=[C:13]4[C:17](=[CH:18][CH:19]=3)[C:16](=[O:20])[N:15]([CH:21]3[CH2:23][CH2:22]3)[CH2:14]4)[C:5]2=[CH:4][CH:3]=1.[CH3:30][O:31][C:32]1[CH:33]=[C:34](B2OC(C)(C)C(C)(C)O2)[CH:35]=[C:36]([O:38][CH3:39])[CH:37]=1, predict the reaction product. The product is: [CH:21]1([N:15]2[CH2:14][C:13]3[C:17](=[CH:18][CH:19]=[C:11]([C:10]4[C:5]5[C:6](=[N:7][C:2]([C:34]6[CH:33]=[C:32]([O:31][CH3:30])[CH:37]=[C:36]([O:38][CH3:39])[CH:35]=6)=[CH:3][CH:4]=5)[N:8]([CH:24]5[CH2:29][CH2:28][CH2:27][CH2:26][O:25]5)[N:9]=4)[CH:12]=3)[C:16]2=[O:20])[CH2:23][CH2:22]1. (4) Given the reactants C(O[C:6]([NH:8][C@H:9]([CH2:21][OH:22])[CH2:10][C:11]([O:13][CH2:14][C:15]1[CH:20]=[CH:19][CH:18]=[CH:17][CH:16]=1)=[O:12])=[O:7])(C)(C)C.C1(C)C=CC=CC=1.N1C=CC=CC=1.C1(C)C=CC(S(OS(C2C=CC(C)=CC=2)(=O)=O)(=O)=O)=CC=1, predict the reaction product. The product is: [O:7]=[C:6]1[NH:8][C@@H:9]([CH2:10][C:11]([O:13][CH2:14][C:15]2[CH:16]=[CH:17][CH:18]=[CH:19][CH:20]=2)=[O:12])[CH2:21][O:22]1. (5) Given the reactants Cl[C:2]([O:4][CH2:5][CH2:6][CH2:7][Cl:8])=[O:3].[NH2:9][C:10]1[N:42]=[C:13]2[C:14]([C:32]3[CH:37]=[CH:36][CH:35]=[C:34]([C:38]([F:41])([F:40])[F:39])[CH:33]=3)=[C:15]([CH3:31])[C:16]([C:18]3[N:22]([C:23]4[CH:30]=[CH:29][C:26]([C:27]#[N:28])=[CH:25][CH:24]=4)[N:21]=[CH:20][CH:19]=3)=[CH:17][N:12]2[N:11]=1.N1C=CC=CC=1, predict the reaction product. The product is: [Cl:8][CH2:7][CH2:6][CH2:5][O:4][C:2](=[O:3])[NH:9][C:10]1[N:42]=[C:13]2[C:14]([C:32]3[CH:37]=[CH:36][CH:35]=[C:34]([C:38]([F:40])([F:41])[F:39])[CH:33]=3)=[C:15]([CH3:31])[C:16]([C:18]3[N:22]([C:23]4[CH:30]=[CH:29][C:26]([C:27]#[N:28])=[CH:25][CH:24]=4)[N:21]=[CH:20][CH:19]=3)=[CH:17][N:12]2[N:11]=1. (6) Given the reactants [CH3:1][O:2][C:3]([C:5]1[CH:10]=[C:9]([NH2:11])[CH:8]=[CH:7][N:6]=1)=[O:4].[C:12]1([C:18]([C:21]2[CH:26]=[CH:25][CH:24]=[CH:23][CH:22]=2)=[N+]=[N-])[CH:17]=[CH:16][CH:15]=[CH:14][CH:13]=1.[S:27](=[O:29])=[O:28], predict the reaction product. The product is: [CH3:1][O:2][C:3]([C:5]1[CH:10]=[C:9]([NH:11][S:27]([CH:18]([C:21]2[CH:26]=[CH:25][CH:24]=[CH:23][CH:22]=2)[C:12]2[CH:17]=[CH:16][CH:15]=[CH:14][CH:13]=2)(=[O:29])=[O:28])[CH:8]=[CH:7][N:6]=1)=[O:4]. (7) Given the reactants [C:1]([O:5][C:6]([N:8]1[CH2:19][CH2:18][C:11]2([NH:15][C:14](=[O:16])[NH:13][C:12]2=[O:17])[CH2:10][CH2:9]1)=[O:7])([CH3:4])([CH3:3])[CH3:2].[CH3:20][O:21][C:22]1[CH:29]=[CH:28][C:25]([CH2:26]Cl)=[CH:24][CH:23]=1.C(=O)([O-])[O-].[K+].[K+].CN(C=O)C, predict the reaction product. The product is: [C:1]([O:5][C:6]([N:8]1[CH2:9][CH2:10][C:11]2([NH:15][C:14](=[O:16])[N:13]([CH2:26][C:25]3[CH:28]=[CH:29][C:22]([O:21][CH3:20])=[CH:23][CH:24]=3)[C:12]2=[O:17])[CH2:18][CH2:19]1)=[O:7])([CH3:4])([CH3:2])[CH3:3]. (8) Given the reactants [F:1][C:2]1[C:3]([NH:14][NH:15][C:16](=O)[CH:17]([N:19]2[CH:28]=[CH:27][C:26]3[N:25]=[CH:24][CH:23]=[CH:22][C:21]=3[C:20]2=[O:29])[CH3:18])=[N:4][CH:5]=[C:6]([C:8]2[CH:9]=[N:10][N:11]([CH3:13])[CH:12]=2)[CH:7]=1.C1(P(C2C=CC=CC=2)C2C=CC=CC=2)C=CC=CC=1.[Si](N=[N+]=[N-])(C)(C)C.CCOC(/N=N/C(OCC)=O)=O, predict the reaction product. The product is: [F:1][C:2]1[C:3]2[N:4]([C:16]([CH:17]([N:19]3[CH:28]=[CH:27][C:26]4[N:25]=[CH:24][CH:23]=[CH:22][C:21]=4[C:20]3=[O:29])[CH3:18])=[N:15][N:14]=2)[CH:5]=[C:6]([C:8]2[CH:9]=[N:10][N:11]([CH3:13])[CH:12]=2)[CH:7]=1.